Dataset: Forward reaction prediction with 1.9M reactions from USPTO patents (1976-2016). Task: Predict the product of the given reaction. (1) Given the reactants [CH3:1][O:2][C:3]1[CH:4]=[C:5]([OH:11])[CH:6]=[CH:7][C:8]=1[O:9][CH3:10].Cl[C:13]1[N:14]=[C:15]([OH:23])[C:16]2[CH:22]=[CH:21][N:20]=[CH:19][C:17]=2[N:18]=1, predict the reaction product. The product is: [CH3:1][O:2][C:3]1[CH:4]=[C:5]([CH:6]=[CH:7][C:8]=1[O:9][CH3:10])[O:11][C:13]1[N:14]=[C:15]([OH:23])[C:16]2[CH:22]=[CH:21][N:20]=[CH:19][C:17]=2[N:18]=1. (2) Given the reactants [CH:1]1([C:4]2[N:8]=[C:7]([C:9]3[C:10]4[CH2:28][CH2:27][CH2:26][CH2:25][C:11]=4[S:12][C:13]=3[NH:14][C:15](N3CCC[C@@H]3C(O)=O)=[O:16])[O:6][N:5]=2)[CH2:3][CH2:2]1.[CH3:29][O:30][C:31]([C:33]1[CH:38]=[CH:37][N:36]=[CH:35][C:34]=1C(O)=O)=[O:32], predict the reaction product. The product is: [CH3:29][O:30][C:31](=[O:32])[C:33]1[CH:38]=[CH:37][N:36]=[CH:35][C:34]=1[C:15](=[O:16])[NH:14][C:13]1[S:12][C:11]2[CH2:25][CH2:26][CH2:27][CH2:28][C:10]=2[C:9]=1[C:7]1[O:6][N:5]=[C:4]([CH:1]2[CH2:2][CH2:3]2)[N:8]=1. (3) Given the reactants [Br:1][C:2]1[CH:3]=[CH:4][C:5]2[N:6]([C:8](I)=[CH:9][N:10]=2)[N:7]=1.CCN(C(C)C)[CH:15]([CH3:17])[CH3:16].C#CC, predict the reaction product. The product is: [Br:1][C:2]1[CH:3]=[CH:4][C:5]2[N:6]([C:8]([C:16]#[C:15][CH3:17])=[CH:9][N:10]=2)[N:7]=1. (4) The product is: [CH:32]([NH:28][C:24]([CH:12]1[CH2:13][N:14]([C:17]([O:19][C:20]([CH3:23])([CH3:22])[CH3:21])=[O:18])[CH2:15][CH2:16][N:11]1[C:9]([O:8][CH2:1][C:2]1[CH:3]=[CH:4][CH:5]=[CH:6][CH:7]=1)=[O:10])=[O:26])([CH3:33])[CH3:31]. Given the reactants [CH2:1]([O:8][C:9]([N:11]1[CH2:16][CH2:15][N:14]([C:17]([O:19][C:20]([CH3:23])([CH3:22])[CH3:21])=[O:18])[CH2:13][CH:12]1[C:24]([OH:26])=O)=[O:10])[C:2]1[CH:7]=[CH:6][CH:5]=[CH:4][CH:3]=1.O[N:28]1[C:32]2[CH:33]=CC=C[C:31]=2N=N1.Cl.CN(C)CCCN=C=NCC.CN1CCOCC1.C(N)(C)C, predict the reaction product. (5) Given the reactants C([O:4][C:5]1[CH:10]=[C:9]([C:11]#[N:12])[C:8](Br)=[C:7]([C:14]#[N:15])[C:6]=1[O:16]C(=O)C)(=O)C.[CH3:20][C:21]([CH3:28])([CH3:27])[CH:22]=[CH:23]B(O)O, predict the reaction product. The product is: [CH3:20][C:21]([CH3:28])([CH3:27])/[CH:22]=[CH:23]/[C:8]1[C:7]([C:14]#[N:15])=[C:6]([OH:16])[C:5]([OH:4])=[CH:10][C:9]=1[C:11]#[N:12].